Dataset: Forward reaction prediction with 1.9M reactions from USPTO patents (1976-2016). Task: Predict the product of the given reaction. (1) The product is: [NH2:1][C:2]1([C:6]2[CH:7]=[CH:8][C:9]([C:12]3[N:13]=[C:14]4[CH:19]=[CH:18][C:17]([C:20]([NH2:32])=[O:21])=[N:16][N:15]4[C:25]=3[C:26]3[CH:27]=[CH:28][CH:29]=[CH:30][CH:31]=3)=[CH:10][CH:11]=2)[CH2:3][CH2:4][CH2:5]1. Given the reactants [NH2:1][C:2]1([C:6]2[CH:11]=[CH:10][C:9]([C:12]3[N:13]=[C:14]4[CH:19]=[CH:18][C:17]([C:20](OCC)=[O:21])=[N:16][N:15]4[C:25]=3[C:26]3[CH:31]=[CH:30][CH:29]=[CH:28][CH:27]=3)=[CH:8][CH:7]=2)[CH2:5][CH2:4][CH2:3]1.[NH3:32], predict the reaction product. (2) Given the reactants [F:1][C:2]1([F:21])[CH2:7][CH2:6][N:5](C(OC(C)(C)C)=O)[CH:4]([C:15]2[CH:20]=[CH:19][CH:18]=[CH:17][CH:16]=2)[CH2:3]1.Cl, predict the reaction product. The product is: [F:21][C:2]1([F:1])[CH2:7][CH2:6][NH:5][CH:4]([C:15]2[CH:16]=[CH:17][CH:18]=[CH:19][CH:20]=2)[CH2:3]1. (3) Given the reactants [Si]([O:8][CH2:9][C:10]1[CH:15]=[CH:14][N:13]2[N:16]=[CH:17][C:18]([C:19]([O:21][CH3:22])=[O:20])=[C:12]2[CH:11]=1)(C(C)(C)C)(C)C.CCCC[N+](CCCC)(CCCC)CCCC.[F-].C(OCC)(=O)C, predict the reaction product. The product is: [OH:8][CH2:9][C:10]1[CH:15]=[CH:14][N:13]2[N:16]=[CH:17][C:18]([C:19]([O:21][CH3:22])=[O:20])=[C:12]2[CH:11]=1. (4) Given the reactants [CH2:1]([O:8][CH2:9][CH2:10][CH2:11][C@H:12]([C:17]1[C:21]([CH:22]2[CH2:24][CH2:23]2)=[C:20]([C:25]2[S:29][C:28]([CH2:30][CH:31]([CH3:33])[CH3:32])=[N:27][CH:26]=2)[O:19][N:18]=1)[CH2:13][C:14](O)=[O:15])[C:2]1[CH:7]=[CH:6][CH:5]=[CH:4][CH:3]=1.[Cl:34][C:35]1[CH:40]=[C:39]([CH3:41])[CH:38]=[CH:37][C:36]=1[NH2:42].C(N(C(C)C)CC)(C)C.CN(C(ON1N=NC2C=CC=NC1=2)=[N+](C)C)C.F[P-](F)(F)(F)(F)F, predict the reaction product. The product is: [Cl:34][C:35]1[CH:40]=[C:39]([CH3:41])[CH:38]=[CH:37][C:36]=1[NH:42][C:14](=[O:15])[CH2:13][C@@H:12]([C:17]1[C:21]([CH:22]2[CH2:23][CH2:24]2)=[C:20]([C:25]2[S:29][C:28]([CH2:30][CH:31]([CH3:32])[CH3:33])=[N:27][CH:26]=2)[O:19][N:18]=1)[CH2:11][CH2:10][CH2:9][O:8][CH2:1][C:2]1[CH:3]=[CH:4][CH:5]=[CH:6][CH:7]=1. (5) Given the reactants [C:1]([C:3]1[CH:4]=[C:5]([CH:13]([CH2:17][CH:18]2[CH2:22][CH2:21][CH2:20][CH2:19]2)[C:14](O)=[O:15])[CH:6]=[CH:7][C:8]=1[S:9]([CH3:12])(=[O:11])=[O:10])#[N:2].C(Cl)(=O)C(Cl)=O.[NH2:29][C:30]1[CH:39]=[CH:38][C:37]2[C:32](=[CH:33][CH:34]=[CH:35][CH:36]=2)[N:31]=1.C(N(CC)CC)C.Cl, predict the reaction product. The product is: [C:1]([C:3]1[CH:4]=[C:5]([CH:13]([CH2:17][CH:18]2[CH2:19][CH2:20][CH2:21][CH2:22]2)[C:14]([NH:29][C:30]2[CH:39]=[CH:38][C:37]3[C:32](=[CH:33][CH:34]=[CH:35][CH:36]=3)[N:31]=2)=[O:15])[CH:6]=[CH:7][C:8]=1[S:9]([CH3:12])(=[O:11])=[O:10])#[N:2]. (6) Given the reactants [CH3:1][C:2]([CH3:7])([CH3:6])[C@@H:3]([NH2:5])[CH3:4].C1(N)CCC1.Cl[C:14]1[C:15]2[CH:34]=[CH:33][NH:32][C:16]=2[N:17]=[C:18]([NH:20][C:21]2[CH:22]=[C:23]([NH:27][S:28]([CH3:31])(=[O:30])=[O:29])[CH:24]=[CH:25][CH:26]=2)[N:19]=1.ClC1N=C(NC2C=C(NS(C)(=O)=O)C=CC=2)N=C2C=1N=CN2, predict the reaction product. The product is: [CH3:4][C@H:3]([NH:5][C:14]1[C:15]2[CH:34]=[CH:33][NH:32][C:16]=2[N:17]=[C:18]([NH:20][C:21]2[CH:22]=[C:23]([NH:27][S:28]([CH3:31])(=[O:30])=[O:29])[CH:24]=[CH:25][CH:26]=2)[N:19]=1)[C:2]([CH3:7])([CH3:6])[CH3:1]. (7) Given the reactants [CH3:1][C:2]1[C:6]([O:7][C:8]2[CH:13]=[CH:12][C:11]([CH2:14][OH:15])=[CH:10][CH:9]=2)=[C:5]([CH3:16])[N:4]([C:17]2[N:22]=[C:21]([C:23]3[CH:28]=[CH:27][CH:26]=[CH:25][N:24]=3)[CH:20]=[CH:19][N:18]=2)[N:3]=1.CC(OI1(OC(C)=O)(OC(C)=O)OC(=O)C2C=CC=CC1=2)=O, predict the reaction product. The product is: [CH3:1][C:2]1[C:6]([O:7][C:8]2[CH:9]=[CH:10][C:11]([CH:14]=[O:15])=[CH:12][CH:13]=2)=[C:5]([CH3:16])[N:4]([C:17]2[N:22]=[C:21]([C:23]3[CH:28]=[CH:27][CH:26]=[CH:25][N:24]=3)[CH:20]=[CH:19][N:18]=2)[N:3]=1. (8) Given the reactants Cl[CH2:2][CH2:3][CH2:4][N:5]1[C:9](=[O:10])[C:8]2([CH2:15][CH2:14][N:13]([CH2:16][CH2:17][CH:18]3[CH2:23][CH2:22][CH:21]4[CH2:24][CH:19]3[C:20]4([CH3:26])[CH3:25])[CH2:12][CH2:11]2)[N:7]([C:27]2[CH:32]=[CH:31][CH:30]=[CH:29][CH:28]=2)[CH2:6]1.[CH3:33][NH2:34].CCO, predict the reaction product. The product is: [CH3:26][C:20]1([CH3:25])[CH:19]2[CH2:24][CH:21]1[CH2:22][CH2:23][CH:18]2[CH2:17][CH2:16][N:13]1[CH2:12][CH2:11][C:8]2([N:7]([C:27]3[CH:28]=[CH:29][CH:30]=[CH:31][CH:32]=3)[CH2:6][N:5]([CH2:4][CH2:3][CH2:2][NH:34][CH3:33])[C:9]2=[O:10])[CH2:15][CH2:14]1. (9) The product is: [CH:27]([N:24]1[C:25]2[C:21](=[CH:20][CH:19]=[C:18]([CH2:5][C@@H:6]3[CH2:10][CH2:9][CH2:8][N:7]3[CH3:11])[CH:26]=2)[CH:22]=[CH:23]1)([CH3:28])[CH3:29]. Given the reactants ClCCl.O[CH:5]([C:18]1[CH:26]=[C:25]2[C:21]([CH:22]=[CH:23][N:24]2[CH:27]([CH3:29])[CH3:28])=[CH:20][CH:19]=1)[C@@H:6]1[CH2:10][CH2:9][CH2:8][N:7]1[C:11](OC(C)(C)C)=O.CS(Cl)(=O)=O, predict the reaction product.